Dataset: Forward reaction prediction with 1.9M reactions from USPTO patents (1976-2016). Task: Predict the product of the given reaction. (1) Given the reactants [Cl:1][CH2:2][C@@H:3]1[O:7][C:6](=[O:8])[NH:5][CH2:4]1.Br[C:10]1[CH:15]=[CH:14][C:13]([Cl:16])=[CH:12][N:11]=1.C(=O)([O-])[O-].[Cs+].[Cs+].CC1(C)C2C=CC=C(P(C3C=CC=CC=3)C3C=CC=CC=3)C=2OC2C1=CC=CC=2P(C1C=CC=CC=1)C1C=CC=CC=1, predict the reaction product. The product is: [Cl:1][CH2:2][C@@H:3]1[O:7][C:6](=[O:8])[N:5]([C:10]2[CH:15]=[CH:14][C:13]([Cl:16])=[CH:12][N:11]=2)[CH2:4]1. (2) Given the reactants C([CH:8]([CH:10]1[CH2:14][C:13]2[CH:15]=[CH:16][CH:17]=[C:18]([C:19]3[CH:24]=[CH:23][CH:22]=[C:21]([O:25][CH3:26])[C:20]=3[O:27][CH3:28])[C:12]=2[O:11]1)[NH2:9])C1C=CC=CC=1.C(N(C(C)C)CC)(C)C.Cl[C:39]([O:41][CH2:42][C:43]1[CH:48]=[CH:47][CH:46]=[CH:45][CH:44]=1)=[O:40], predict the reaction product. The product is: [CH3:28][O:27][C:20]1[C:21]([O:25][CH3:26])=[CH:22][CH:23]=[CH:24][C:19]=1[C:18]1[C:12]2[O:11][CH:10]([CH2:8][NH:9][C:39](=[O:40])[O:41][CH2:42][C:43]3[CH:48]=[CH:47][CH:46]=[CH:45][CH:44]=3)[CH2:14][C:13]=2[CH:15]=[CH:16][CH:17]=1. (3) Given the reactants [Cl:1][C:2]1[CH:22]=[C:21]([Cl:23])[CH:20]=[CH:19][C:3]=1[O:4][CH2:5][CH2:6][CH2:7][N:8]([CH2:16][C:17]#[CH:18])C(=O)OCCCC.[C:24]([OH:30])([C:26]([F:29])([F:28])[F:27])=[O:25].C(#N)C, predict the reaction product. The product is: [F:27][C:26]([F:29])([F:28])[C:24]([O-:30])=[O:25].[Cl:1][C:2]1[CH:22]=[C:21]([Cl:23])[CH:20]=[CH:19][C:3]=1[O:4][CH2:5][CH2:6][CH2:7][NH2+:8][CH2:16][C:17]#[CH:18].